From a dataset of Peptide-MHC class I binding affinity with 185,985 pairs from IEDB/IMGT. Regression. Given a peptide amino acid sequence and an MHC pseudo amino acid sequence, predict their binding affinity value. This is MHC class I binding data. (1) The peptide sequence is TLISSDGAR. The MHC is HLA-A68:01 with pseudo-sequence HLA-A68:01. The binding affinity (normalized) is 0.849. (2) The peptide sequence is SLPPNFSSL. The MHC is HLA-A02:01 with pseudo-sequence HLA-A02:01. The binding affinity (normalized) is 0.789. (3) The binding affinity (normalized) is 0.641. The peptide sequence is QIGEYTFEK. The MHC is HLA-A03:01 with pseudo-sequence HLA-A03:01. (4) The peptide sequence is YTFFSYLMK. The MHC is HLA-A68:01 with pseudo-sequence HLA-A68:01. The binding affinity (normalized) is 1.00.